Predict the product of the given reaction. From a dataset of Forward reaction prediction with 1.9M reactions from USPTO patents (1976-2016). (1) Given the reactants CCCC[N+](CCCC)(CCCC)CCCC.[F-].[CH2:19]([O:22][C@@H:23]1[C@@H:31]([CH:32]=[O:33])[O:30][C@H:29]2[C@H:25]([N:26]=[C:27]([N:34]([CH3:42])[C:35](=[O:41])[O:36][C:37]([CH3:40])([CH3:39])[CH3:38])[S:28]2)[C@H:24]1[O:43][CH2:44][CH:45]=[CH2:46])[CH:20]=[CH2:21].[Si]([C:51]([F:54])([F:53])[F:52])(C)(C)C, predict the reaction product. The product is: [CH2:19]([O:22][C@@H:23]1[C@@H:31]([C@@H:32]([OH:33])[C:51]([F:54])([F:53])[F:52])[O:30][C@H:29]2[C@H:25]([N:26]=[C:27]([N:34]([CH3:42])[C:35](=[O:41])[O:36][C:37]([CH3:38])([CH3:39])[CH3:40])[S:28]2)[C@H:24]1[O:43][CH2:44][CH:45]=[CH2:46])[CH:20]=[CH2:21]. (2) Given the reactants [CH2:1]([O:8][C:9](=[O:52])[N:10]([C@@H:20]1[C:23](=[O:24])[N:22](CC2C=CC(OC)=CC=2OC)[C@@H:21]1[CH2:36][C:37]1[N:38]=[N:39][N:40]([CH2:42][CH2:43][NH:44][C:45]([O:47][C:48]([CH3:51])([CH3:50])[CH3:49])=[O:46])[CH:41]=1)[CH2:11][C:12]1[CH:17]=[CH:16][C:15]([O:18][CH3:19])=[CH:14][CH:13]=1)[C:2]1[CH:7]=[CH:6][CH:5]=[CH:4][CH:3]=1.CC#N.S(OOS([O-])(=O)=O)([O-])(=O)=O.[K+].[K+].P([O-])([O-])([O-])=O.[K+].[K+].[K+], predict the reaction product. The product is: [CH2:1]([O:8][C:9](=[O:52])[N:10]([C@@H:20]1[C:23](=[O:24])[NH:22][C@@H:21]1[CH2:36][C:37]1[N:38]=[N:39][N:40]([CH2:42][CH2:43][NH:44][C:45]([O:47][C:48]([CH3:50])([CH3:49])[CH3:51])=[O:46])[CH:41]=1)[CH2:11][C:12]1[CH:17]=[CH:16][C:15]([O:18][CH3:19])=[CH:14][CH:13]=1)[C:2]1[CH:7]=[CH:6][CH:5]=[CH:4][CH:3]=1. (3) Given the reactants O[C:2]1([C:14]([O:16][CH2:17][CH3:18])=[O:15])[C:10]2[C:9](=[O:11])[C:8]([CH3:13])([CH3:12])[O:7][CH2:6][C:5]=2[O:4][CH2:3]1.C(N(CC)CC)C.CS(Cl)(=O)=O, predict the reaction product. The product is: [CH3:13][C:8]1([CH3:12])[O:7][CH2:6][C:5]2[O:4][CH:3]=[C:2]([C:14]([O:16][CH2:17][CH3:18])=[O:15])[C:10]=2[C:9]1=[O:11]. (4) Given the reactants [CH2:1]([N:8]([CH3:31])[C:9]([C:11]1[CH:12]=[C:13]([C:17]2[CH:22]=[CH:21][C:20]([CH:23]=[C:24]3[S:28][C:27](=[O:29])[NH:26][C:25]3=[O:30])=[CH:19][CH:18]=2)[CH:14]=[CH:15][CH:16]=1)=[O:10])[C:2]1[CH:7]=[CH:6][CH:5]=[CH:4][CH:3]=1, predict the reaction product. The product is: [CH2:1]([N:8]([CH3:31])[C:9]([C:11]1[CH:12]=[C:13]([C:17]2[CH:22]=[CH:21][C:20]([CH2:23][CH:24]3[S:28][C:27](=[O:29])[NH:26][C:25]3=[O:30])=[CH:19][CH:18]=2)[CH:14]=[CH:15][CH:16]=1)=[O:10])[C:2]1[CH:7]=[CH:6][CH:5]=[CH:4][CH:3]=1. (5) Given the reactants O.[Pd:2].[Pd+2].[C:4]([O-:7])(=O)[CH3:5].[Pd+2].[C:9]([O-:12])(=O)[CH3:10].[CH2:13]([C:17]([CH3:19])=[O:18])C(C)C, predict the reaction product. The product is: [Pd:2].[CH3:19]/[C:17](/[O-:18])=[CH:13]/[C:4]([CH3:5])=[O:7].[CH3:19]/[C:17](/[O-:18])=[CH:13]/[C:9]([CH3:10])=[O:12].[Pd+2:2]. (6) Given the reactants [CH3:1][C:2]([O:5][C:6](=[O:19])[N:7]([CH2:9][CH2:10][C@H:11]([OH:18])[C:12]1[CH:17]=[CH:16][CH:15]=[CH:14][CH:13]=1)[CH3:8])([CH3:4])[CH3:3].[Cl:20][C:21]1[CH:22]=[CH:23][C:24]([N+:28]([O-:30])=[O:29])=[C:25](O)[CH:26]=1, predict the reaction product. The product is: [Cl:20][C:21]1[CH:26]=[CH:25][C:24]([N+:28]([O-:30])=[O:29])=[C:23]([CH:22]=1)[O:18][C@@H:11]([C:12]1[CH:13]=[CH:14][CH:15]=[CH:16][CH:17]=1)[CH2:10][CH2:9][N:7]([CH3:8])[C:6](=[O:19])[O:5][C:2]([CH3:1])([CH3:3])[CH3:4]. (7) Given the reactants C(N(CC)CC)C.Cl.[NH2:9][OH:10].C[S:12][C:13]([C:15]1[S:16][C:17]2[CH:23]=[CH:22][CH:21]=[CH:20][C:18]=2[CH:19]=1)=S.Br[CH:25](Br)[CH3:26], predict the reaction product. The product is: [S:16]1[C:17]2[CH:23]=[CH:22][CH:21]=[CH:20][C:18]=2[CH:19]=[C:15]1[C:13]1[S:12][CH2:26][CH2:25][O:10][N:9]=1. (8) Given the reactants [CH2:1]([N:8]([CH2:16][C:17]1[CH:22]=[CH:21][CH:20]=[CH:19][CH:18]=1)[C:9]1([C:14]#[N:15])[CH2:13][CH2:12][O:11][CH2:10]1)[C:2]1[CH:7]=[CH:6][CH:5]=[CH:4][CH:3]=1.[H-].[Al+3].[Li+].[H-].[H-].[H-], predict the reaction product. The product is: [NH2:15][CH2:14][C:9]1([N:8]([CH2:1][C:2]2[CH:7]=[CH:6][CH:5]=[CH:4][CH:3]=2)[CH2:16][C:17]2[CH:22]=[CH:21][CH:20]=[CH:19][CH:18]=2)[CH2:13][CH2:12][O:11][CH2:10]1. (9) Given the reactants [F:1][C:2]1[CH:3]=[C:4]([CH:9]=[CH:10][C:11]=1[F:12])[C:5](=[N:7][OH:8])[NH2:6].Cl.[C:14](Cl)(=O)[C:15]1[CH:20]=[CH:19][CH:18]=[N:17][CH:16]=1.N, predict the reaction product. The product is: [F:1][C:2]1[CH:3]=[C:4]([C:5]2[N:6]=[C:14]([C:15]3[CH:16]=[N:17][CH:18]=[CH:19][CH:20]=3)[O:8][N:7]=2)[CH:9]=[CH:10][C:11]=1[F:12].